From a dataset of Catalyst prediction with 721,799 reactions and 888 catalyst types from USPTO. Predict which catalyst facilitates the given reaction. Reactant: [C:1]1([CH2:7][CH2:8][CH2:9][N:10]2[CH2:15][CH2:14][CH2:13][C@@H:12]([NH:16][C:17]3[N:18]=[CH:19][C:20](/[CH:23]=[CH:24]/[C:25]([O:27]C)=[O:26])=[N:21][CH:22]=3)[CH2:11]2)[CH:6]=[CH:5][CH:4]=[CH:3][CH:2]=1.[OH-].[Na+].Cl. Product: [C:1]1([CH2:7][CH2:8][CH2:9][N:10]2[CH2:15][CH2:14][CH2:13][C@@H:12]([NH:16][C:17]3[N:18]=[CH:19][C:20](/[CH:23]=[CH:24]/[C:25]([OH:27])=[O:26])=[N:21][CH:22]=3)[CH2:11]2)[CH:2]=[CH:3][CH:4]=[CH:5][CH:6]=1. The catalyst class is: 5.